From a dataset of Forward reaction prediction with 1.9M reactions from USPTO patents (1976-2016). Predict the product of the given reaction. (1) Given the reactants [C:1]([NH:4][C:5]1[CH:6]=[C:7]([N:19]2[C:23]3=[N:24][CH:25]=[C:26]([C:28]4[N:29]=[N:30][N:31]([CH2:33][C:34](OCC)=[O:35])[CH:32]=4)[CH:27]=[C:22]3[N:21]=[CH:20]2)[CH:8]=[C:9]([C:11]2[CH:16]=[CH:15][C:14]([F:17])=[CH:13][C:12]=2[F:18])[CH:10]=1)(=[O:3])[CH3:2].[NH3:39], predict the reaction product. The product is: [C:1]([NH:4][C:5]1[CH:6]=[C:7]([N:19]2[C:23]3=[N:24][CH:25]=[C:26]([C:28]4[N:29]=[N:30][N:31]([CH2:33][C:34]([NH2:39])=[O:35])[CH:32]=4)[CH:27]=[C:22]3[N:21]=[CH:20]2)[CH:8]=[C:9]([C:11]2[CH:16]=[CH:15][C:14]([F:17])=[CH:13][C:12]=2[F:18])[CH:10]=1)(=[O:3])[CH3:2]. (2) Given the reactants [O:1]1[C:5]([C:6]2[CH:14]=[CH:13][C:9]([C:10]([NH2:12])=O)=[CH:8][CH:7]=2)=[CH:4][N:3]=[CH:2]1.B.C1COCC1, predict the reaction product. The product is: [O:1]1[C:5]([C:6]2[CH:7]=[CH:8][C:9]([CH2:10][NH2:12])=[CH:13][CH:14]=2)=[CH:4][N:3]=[CH:2]1. (3) Given the reactants C(O[BH-](OC(=O)C)OC(=O)C)(=O)C.[Na+].[CH:15]([CH2:17][C:18]1([CH2:24][CH2:25][N:26]2[CH2:31][CH2:30][O:29][CH2:28][CH2:27]2)[CH2:23][CH2:22][CH2:21][CH2:20][CH2:19]1)=O.[C:32]1([CH3:45])[CH:37]=[CH:36][C:35]([NH:38][CH:39]2[CH2:44][CH2:43][NH:42][CH2:41][CH2:40]2)=[CH:34][CH:33]=1.C(O)(=O)C.C(=O)([O-])O.[Na+], predict the reaction product. The product is: [C:32]1([CH3:45])[CH:33]=[CH:34][C:35]([NH:38][CH:39]2[CH2:44][CH2:43][N:42]([CH2:15][CH2:17][C:18]3([CH2:24][CH2:25][N:26]4[CH2:31][CH2:30][O:29][CH2:28][CH2:27]4)[CH2:23][CH2:22][CH2:21][CH2:20][CH2:19]3)[CH2:41][CH2:40]2)=[CH:36][CH:37]=1. (4) Given the reactants [Cl:1][C:2]1[N:7]=[CH:6][CH:5]=[C:4]([NH:8][NH2:9])[N:3]=1.C(N(CC)CC)C.C(O[CH:20]=[C:21]([C:27](=O)[C:28]([F:31])([F:30])[F:29])[C:22]([O:24][CH2:25][CH3:26])=[O:23])C, predict the reaction product. The product is: [Cl:1][C:2]1[N:3]=[C:4]([N:8]2[C:27]([C:28]([F:29])([F:30])[F:31])=[C:21]([C:22]([O:24][CH2:25][CH3:26])=[O:23])[CH:20]=[N:9]2)[CH:5]=[CH:6][N:7]=1. (5) The product is: [C:1]1([C:7]2[C:16]3[C:11](=[C:12]4[CH:20]=[CH:19][CH:18]=[CH:17][C:13]4=[CH:14][CH:15]=3)[NH:10][C:9](=[O:21])[CH:8]=2)[CH:2]=[CH:3][CH:4]=[CH:5][CH:6]=1. Given the reactants [C:1]1([CH:7]2[C:16]3[C:11](=[C:12]4[CH:20]=[CH:19][CH:18]=[CH:17][C:13]4=[CH:14][CH:15]=3)[NH:10][C:9](=[O:21])[CH2:8]2)[CH:6]=[CH:5][CH:4]=[CH:3][CH:2]=1.[S], predict the reaction product.